From a dataset of NCI-60 drug combinations with 297,098 pairs across 59 cell lines. Regression. Given two drug SMILES strings and cell line genomic features, predict the synergy score measuring deviation from expected non-interaction effect. Drug 1: CCCCC(=O)OCC(=O)C1(CC(C2=C(C1)C(=C3C(=C2O)C(=O)C4=C(C3=O)C=CC=C4OC)O)OC5CC(C(C(O5)C)O)NC(=O)C(F)(F)F)O. Drug 2: CC1C(C(CC(O1)OC2CC(CC3=C2C(=C4C(=C3O)C(=O)C5=C(C4=O)C(=CC=C5)OC)O)(C(=O)CO)O)N)O.Cl. Cell line: DU-145. Synergy scores: CSS=32.5, Synergy_ZIP=0.729, Synergy_Bliss=1.11, Synergy_Loewe=-0.516, Synergy_HSA=2.61.